Dataset: Reaction yield outcomes from USPTO patents with 853,638 reactions. Task: Predict the reaction yield, written as a fraction of the theoretical maximum amount of product (1.0 means a 100% yield; for example, 0.34 means a 34% yield). (1) The reactants are Cl.[CH3:2][C:3]1[C:11]2[C:6](=[CH:7][CH:8]=[CH:9][CH:10]=2)[NH:5][C:4]=1[C:12]1[CH:13]=[N:14][CH:15]=[CH:16][CH:17]=1.[H-].[Na+].Br[CH2:21][C:22]1[CH:29]=[CH:28][C:25]([C:26]#[N:27])=[CH:24][C:23]=1[F:30].CN(C=[O:35])C. The product is [NH4+:5].[OH-:35].[F:30][C:23]1[CH:24]=[C:25]([CH:28]=[CH:29][C:22]=1[CH2:21][N:5]1[C:6]2[C:11](=[CH:10][CH:9]=[CH:8][CH:7]=2)[C:3]([CH3:2])=[C:4]1[C:12]1[CH:13]=[N:14][CH:15]=[CH:16][CH:17]=1)[C:26]#[N:27]. No catalyst specified. The yield is 0.00100. (2) The reactants are [F:1][C:2]1[CH:11]=[C:10]2[C:5]([CH:6]=[C:7]([CH2:16][C:17]([O:19][CH3:20])=[O:18])[C:8]([CH3:15])=[C:9]2[C:12](O)=[O:13])=[CH:4][CH:3]=1.C(Cl)(=O)C([Cl:24])=O.CN(C)C=O. The catalyst is O1CCCC1. The product is [CH3:20][O:19][C:17](=[O:18])[CH2:16][C:7]1[C:8]([CH3:15])=[C:9]([C:12]([Cl:24])=[O:13])[C:10]2[C:5](=[CH:4][CH:3]=[C:2]([F:1])[CH:11]=2)[CH:6]=1. The yield is 0.990. (3) The reactants are [Cl:1][C:2]1[N:3]=[CH:4][N:5]([C:7]2[CH:12]=[CH:11][C:10]([NH:13][C:14]3[N:15]=[C:16]([N:29]4[CH2:32][C:31]5(OCC[O:33]5)[CH2:30]4)[C:17]4[CH2:22][CH2:21][CH:20]([C:23]5[CH:28]=[CH:27][CH:26]=[CH:25][CH:24]=5)[C:18]=4[N:19]=3)=[CH:9][C:8]=2[O:37][CH3:38])[CH:6]=1.O. The catalyst is CC(C)=O. The product is [Cl:1][C:2]1[N:3]=[CH:4][N:5]([C:7]2[CH:12]=[CH:11][C:10]([NH:13][C:14]3[N:15]=[C:16]([N:29]4[CH2:30][C:31](=[O:33])[CH2:32]4)[C:17]4[CH2:22][CH2:21][CH:20]([C:23]5[CH:28]=[CH:27][CH:26]=[CH:25][CH:24]=5)[C:18]=4[N:19]=3)=[CH:9][C:8]=2[O:37][CH3:38])[CH:6]=1. The yield is 0.205. (4) The reactants are [CH2:1]([O:4][C@@H:5]1[C@@H:9]([CH2:10][OH:11])[O:8][C@@H:7]([N:12]2[CH:19]=[C:18](I)[C:16]([NH2:17])=[N:15][C:13]2=[O:14])[CH2:6]1)[CH:2]=[CH2:3].[CH2:21]([NH:24][C:25](=[O:30])[C:26]([F:29])([F:28])[F:27])[C:22]#[CH:23].CCN(CC)CC. The catalyst is CN(C=O)C.C1C=CC([P]([Pd]([P](C2C=CC=CC=2)(C2C=CC=CC=2)C2C=CC=CC=2)([P](C2C=CC=CC=2)(C2C=CC=CC=2)C2C=CC=CC=2)[P](C2C=CC=CC=2)(C2C=CC=CC=2)C2C=CC=CC=2)(C2C=CC=CC=2)C2C=CC=CC=2)=CC=1.[Cu]I. The product is [CH2:1]([O:4][C@@H:5]1[C@@H:9]([CH2:10][OH:11])[O:8][C@@H:7]([N:12]2[CH:19]=[C:18]([C:23]#[C:22][CH2:21][NH:24][C:25](=[O:30])[C:26]([F:29])([F:28])[F:27])[C:16]([NH2:17])=[N:15][C:13]2=[O:14])[CH2:6]1)[CH:2]=[CH2:3]. The yield is 0.830. (5) The reactants are Br[C:2]1[CH:3]=[C:4]([NH:10][C:11]2[CH:20]=[CH:19][C:18]3[CH2:17][N:16]([CH2:21][CH3:22])[CH2:15][CH2:14][C:13]=3[N:12]=2)[C:5](=[O:9])[N:6]([CH3:8])[CH:7]=1.C([O:26][CH2:27][C:28]1[C:33]([N:34]2[CH2:45][CH2:44][N:43]3[C:36](=[CH:37][C:38]4[CH2:39][C:40]([CH3:47])([CH3:46])[CH2:41][C:42]=43)[C:35]2=[O:48])=[CH:32][C:31]([F:49])=[CH:30][C:29]=1B1OC(C)(C)C(C)(C)O1)(=O)C. The catalyst is C([O-])([O-])=O.[Na+].[Na+].COCCOC.C1C=CC([P]([Pd]([P](C2C=CC=CC=2)(C2C=CC=CC=2)C2C=CC=CC=2)([P](C2C=CC=CC=2)(C2C=CC=CC=2)C2C=CC=CC=2)[P](C2C=CC=CC=2)(C2C=CC=CC=2)C2C=CC=CC=2)(C2C=CC=CC=2)C2C=CC=CC=2)=CC=1. The product is [CH2:21]([N:16]1[CH2:15][CH2:14][C:13]2[N:12]=[C:11]([NH:10][C:4]3[C:5](=[O:9])[N:6]([CH3:8])[CH:7]=[C:2]([C:29]4[C:28]([CH2:27][OH:26])=[C:33]([N:34]5[CH2:45][CH2:44][N:43]6[C:36](=[CH:37][C:38]7[CH2:39][C:40]([CH3:46])([CH3:47])[CH2:41][C:42]=76)[C:35]5=[O:48])[CH:32]=[C:31]([F:49])[CH:30]=4)[CH:3]=3)[CH:20]=[CH:19][C:18]=2[CH2:17]1)[CH3:22]. The yield is 0.0700. (6) The yield is 0.130. The product is [F:59][CH2:2][CH2:1][NH:3][C:4](=[O:36])[NH:5][C:6]1[CH:7]=[CH:8][C:9]([C:12]2[N:13]=[C:14]([N:29]3[CH2:34][CH2:33][O:32][CH2:31][C@@H:30]3[CH3:35])[C:15]3[CH2:20][N:19]([C:22]([O:24][CH2:25][CH3:26])=[O:23])[CH2:18][C:16]=3[N:17]=2)=[CH:10][CH:11]=1. The reactants are [CH2:1]([NH:3][C:4](=[O:36])[NH:5][C:6]1[CH:11]=[CH:10][C:9]([C:12]2[N:13]=[C:14]([N:29]3[CH2:34][CH2:33][O:32][CH2:31][C@@H:30]3[CH3:35])[C:15]3C[CH2:20][N:19]([C:22]([O:24][C:25](C)(C)[CH3:26])=[O:23])[CH2:18][C:16]=3[N:17]=2)=[CH:8][CH:7]=1)[CH3:2].ClC1N=C(N2CCOC[C@@H]2C)C2CN(C(OCC)=O)CC=2N=1.[F:59]CCNC(NC1C=CC(B2OC(C)(C)C(C)(C)O2)=CC=1)=O. The catalyst is C1C=CC(P(C2C=CC=CC=2)[C-]2C=CC=C2)=CC=1.C1C=CC(P(C2C=CC=CC=2)[C-]2C=CC=C2)=CC=1.Cl[Pd]Cl.[Fe+2]. (7) The reactants are [CH2:1]([N:3]1[C:15]2[CH:14]=[CH:13][C:12]([NH:16][N:17]=[C:18]([C:21]#[N:22])[C:19]#[N:20])=[CH:11][C:10]=2[C:9]2[C:4]1=[CH:5][CH:6]=[CH:7][CH:8]=2)[CH3:2].NC1C=CC2N(CC)C3C(C=2C=1)=CC=CC=3.C(#N)CC#N.O.[NH2:45][NH2:46]. No catalyst specified. The product is [NH2:22][C:21]1[C:18](=[N:17][NH:16][C:12]2[CH:13]=[CH:14][C:15]3[N:3]([CH2:1][CH3:2])[C:4]4[C:9]([C:10]=3[CH:11]=2)=[CH:8][CH:7]=[CH:6][CH:5]=4)[C:19]([NH2:20])=[N:46][N:45]=1. The yield is 0.290. (8) The reactants are [CH3:1][O:2][C:3](=[O:28])[CH2:4][O:5][CH2:6]/[CH:7]=[CH:8]\[CH2:9][N:10]1[C@@H:15](/[CH:16]=[CH:17]/[C:18](=[O:26])[CH2:19][C:20]2[CH:25]=[CH:24][CH:23]=[CH:22][CH:21]=2)[CH2:14][CH2:13][CH2:12][C:11]1=[O:27]. The catalyst is CC#N.C1C=CC(P(C2C=CC=CC=2)C2C=CC=CC=2)=CC=1.C1C=CC(P(C2C=CC=CC=2)C2C=CC=CC=2)=CC=1.C1C=CC(P(C2C=CC=CC=2)C2C=CC=CC=2)=CC=1.C1C=CC(P(C2C=CC=CC=2)C2C=CC=CC=2)=CC=1.C1C=CC(P(C2C=CC=CC=2)C2C=CC=CC=2)=CC=1.C1C=CC(P(C2C=CC=CC=2)C2C=CC=CC=2)=CC=1.[Cu].[Cu].[Cu].[Cu].[Cu].[Cu]. The product is [CH3:1][O:2][C:3](=[O:28])[CH2:4][O:5][CH2:6]/[CH:7]=[CH:8]\[CH2:9][N:10]1[C@@H:15]([CH2:16][CH2:17][C:18](=[O:26])[CH2:19][C:20]2[CH:25]=[CH:24][CH:23]=[CH:22][CH:21]=2)[CH2:14][CH2:13][CH2:12][C:11]1=[O:27]. The yield is 0.790. (9) The reactants are C(OC(=O)[NH:7][CH:8]([CH2:32][C:33]1[CH:38]=[CH:37][C:36]([Cl:39])=[CH:35][CH:34]=1)[C:9]([N:11]1[CH2:16][CH2:15][N:14]([C:17]2[CH:22]=[CH:21][CH:20]=[CH:19][C:18]=2[O:23][CH2:24][CH2:25][N:26]2[CH2:31][CH2:30][O:29][CH2:28][CH2:27]2)[CH2:13][CH2:12]1)=[O:10])(C)(C)C.Cl. The catalyst is CO.CCOCC. The product is [NH2:7][CH:8]([CH2:32][C:33]1[CH:34]=[CH:35][C:36]([Cl:39])=[CH:37][CH:38]=1)[C:9]([N:11]1[CH2:16][CH2:15][N:14]([C:17]2[CH:22]=[CH:21][CH:20]=[CH:19][C:18]=2[O:23][CH2:24][CH2:25][N:26]2[CH2:31][CH2:30][O:29][CH2:28][CH2:27]2)[CH2:13][CH2:12]1)=[O:10]. The yield is 0.880. (10) The reactants are [CH3:1][O:2][C:3]1[CH:22]=[CH:21][C:6]([CH2:7][O:8][C:9]2[CH:17]=[CH:16][CH:15]=[C:11]([C:12]([OH:14])=O)[C:10]=2[C:18]([OH:20])=O)=[CH:5][CH:4]=1.Cl.[NH2:24][CH:25]1[CH2:31][CH2:30][C:29](=[O:32])[NH:28][C:26]1=[O:27]. The catalyst is N1C=CC=CC=1. The product is [O:27]=[C:26]1[CH:25]([N:24]2[C:18](=[O:20])[C:10]3[C:11](=[CH:15][CH:16]=[CH:17][C:9]=3[O:8][CH2:7][C:6]3[CH:5]=[CH:4][C:3]([O:2][CH3:1])=[CH:22][CH:21]=3)[C:12]2=[O:14])[CH2:31][CH2:30][C:29](=[O:32])[NH:28]1. The yield is 0.400.